Predict which catalyst facilitates the given reaction. From a dataset of Catalyst prediction with 721,799 reactions and 888 catalyst types from USPTO. (1) Reactant: F[C:2]1[N:7]=[C:6]([N:8]([CH3:21])[C:9]2[CH:14]=[CH:13][N:12]=[C:11]([C:15]3[CH:20]=[CH:19][CH:18]=[CH:17][CH:16]=3)[N:10]=2)[CH:5]=[CH:4][N:3]=1.[N:22]1([CH:28]([C:31]2[CH:32]=[N:33][CH:34]=[CH:35][CH:36]=2)[CH2:29][NH2:30])[CH2:27][CH2:26][O:25][CH2:24][CH2:23]1. Product: [CH3:21][N:8]([C:9]1[CH:14]=[CH:13][N:12]=[C:11]([C:15]2[CH:20]=[CH:19][CH:18]=[CH:17][CH:16]=2)[N:10]=1)[C:6]1[CH:5]=[CH:4][N:3]=[C:2]([NH:30][CH2:29][CH:28]([N:22]2[CH2:27][CH2:26][O:25][CH2:24][CH2:23]2)[C:31]2[CH:32]=[N:33][CH:34]=[CH:35][CH:36]=2)[N:7]=1. The catalyst class is: 41. (2) Reactant: Cl[C:2]1[C:11]2[C:6](=[CH:7][CH:8]=[C:9](Cl)[CH:10]=2)[C:5]([C:13]2[CH:18]=[C:17]([CH3:19])[CH:16]=[C:15]([CH3:20])[CH:14]=2)=[N:4][CH:3]=1.C(B(O)O)C(C)C.C1(P(C2CCCCC2)C2C=CC=CC=2C2C(OC)=CC=CC=2OC)CCCCC1.[O-]P([O-])([O-])=O.[K+].[K+].[K+].O. Product: [CH3:19][C:17]1[CH:18]=[C:13]([C:5]2[C:6]3[C:11](=[CH:10][CH:9]=[CH:8][CH:7]=3)[CH:2]=[CH:3][N:4]=2)[CH:14]=[C:15]([CH3:20])[CH:16]=1. The catalyst class is: 720. (3) Reactant: C(OC([N:8]1[CH2:13][CH2:12][C@H:11]([NH:14][C:15]([O:17][CH2:18][C:19]2[CH:24]=[CH:23][CH:22]=[CH:21][CH:20]=2)=[O:16])[C@H:10]([NH:25][C:26](=[O:40])[C:27]2[CH:32]=[CH:31][C:30]([N:33]3[CH:38]=[CH:37][CH:36]=[CH:35][C:34]3=[O:39])=[CH:29][CH:28]=2)[CH2:9]1)=O)(C)(C)C.[F:41][C:42]([F:47])([F:46])[C:43]([OH:45])=[O:44]. Product: [CH2:18]([O:17][C:15](=[O:16])[NH:14][C@H:11]1[CH2:12][CH2:13][NH:8][CH2:9][C@H:10]1[NH:25][C:26](=[O:40])[C:27]1[CH:32]=[CH:31][C:30]([N:33]2[CH:38]=[CH:37][CH:36]=[CH:35][C:34]2=[O:39])=[CH:29][CH:28]=1)[C:19]1[CH:24]=[CH:23][CH:22]=[CH:21][CH:20]=1.[C:43]([OH:45])([C:42]([F:47])([F:46])[F:41])=[O:44]. The catalyst class is: 2. (4) Reactant: Br[C:2]1[N:7]=[CH:6][C:5]([C:8]2([NH:11][C:12]([C:14]3[C:15]4[CH:22]=[N:21][N:20]([C:23]5[CH:28]=[CH:27][C:26]([F:29])=[CH:25][CH:24]=5)[C:16]=4[CH:17]=[N:18][CH:19]=3)=[O:13])[CH2:10][CH2:9]2)=[CH:4][CH:3]=1.[CH3:30][O:31][C:32](=[O:38])[CH2:33][CH2:34][S:35]([O-:37])=[O:36].[Na+]. Product: [CH3:30][O:31][C:32](=[O:38])[CH2:33][CH2:34][S:35]([C:2]1[CH:3]=[CH:4][C:5]([C:8]2([NH:11][C:12]([C:14]3[C:15]4[CH:22]=[N:21][N:20]([C:23]5[CH:28]=[CH:27][C:26]([F:29])=[CH:25][CH:24]=5)[C:16]=4[CH:17]=[N:18][CH:19]=3)=[O:13])[CH2:10][CH2:9]2)=[CH:6][N:7]=1)(=[O:37])=[O:36]. The catalyst class is: 156. (5) Reactant: [O:1]1[CH2:6][CH2:5][CH2:4][CH2:3][CH:2]1[O:7][NH:8][C:9]([C:11]1[CH:12]=[C:13]2[C:18](=[CH:19][CH:20]=1)[CH2:17][NH:16][CH2:15][CH2:14]2)=[O:10].C1C=CC2N([OH:30])N=NC=2C=1.[CH2:31](Cl)[CH2:32]Cl.C(N([CH2:40][CH3:41])CC)C.CN([CH:45]=[O:46])C. Product: [O:46]1[CH2:40][CH2:41][CH:31]([C:32]([N:16]2[CH2:15][CH2:14][C:13]3[C:18](=[CH:19][CH:20]=[C:11]([C:9]([NH:8][O:7][CH:2]4[CH2:3][CH2:4][CH2:5][CH2:6][O:1]4)=[O:10])[CH:12]=3)[CH2:17]2)=[O:30])[CH2:45]1. The catalyst class is: 46.